This data is from Peptide-MHC class I binding affinity with 185,985 pairs from IEDB/IMGT. The task is: Regression. Given a peptide amino acid sequence and an MHC pseudo amino acid sequence, predict their binding affinity value. This is MHC class I binding data. (1) The peptide sequence is SREGMFLPK. The MHC is HLA-B27:05 with pseudo-sequence HLA-B27:05. The binding affinity (normalized) is 0.329. (2) The peptide sequence is RGKLVVGVK. The MHC is HLA-A30:01 with pseudo-sequence HLA-A30:01. The binding affinity (normalized) is 0.851. (3) The peptide sequence is GFPSLESSF. The MHC is HLA-A31:01 with pseudo-sequence HLA-A31:01. The binding affinity (normalized) is 0.0847. (4) The peptide sequence is RALQGAQAV. The MHC is H-2-Db with pseudo-sequence H-2-Db. The binding affinity (normalized) is 0.226. (5) The peptide sequence is GLDEQQLDV. The MHC is HLA-A02:01 with pseudo-sequence HLA-A02:01. The binding affinity (normalized) is 0.346. (6) The peptide sequence is DTLKVCIGY. The MHC is HLA-B38:01 with pseudo-sequence HLA-B38:01. The binding affinity (normalized) is 0.0847. (7) The peptide sequence is LAMSTTISV. The MHC is HLA-A02:02 with pseudo-sequence HLA-A02:02. The binding affinity (normalized) is 0.756. (8) The peptide sequence is SGVENPGG. The MHC is H-2-Db with pseudo-sequence H-2-Db. The binding affinity (normalized) is 0. (9) The peptide sequence is ILTYNKTSK. The MHC is HLA-A68:01 with pseudo-sequence HLA-A68:01. The binding affinity (normalized) is 0.303.